Dataset: Forward reaction prediction with 1.9M reactions from USPTO patents (1976-2016). Task: Predict the product of the given reaction. (1) Given the reactants [OH:1][C@H:2]1[CH2:7][CH2:6][CH2:5][CH2:4][C@@H:3]1[NH:8][C:9]([C:11]1[C:15]2=[N:16][CH:17]=[CH:18][C:19]([CH3:20])=[C:14]2[NH:13][CH:12]=1)=[O:10].Cl[CH2:22][C:23]1[CH:24]=[N:25][N:26]([CH3:28])[CH:27]=1.C(=O)([O-])[O-].[Cs+].[Cs+], predict the reaction product. The product is: [OH:1][C@H:2]1[CH2:7][CH2:6][CH2:5][CH2:4][C@@H:3]1[NH:8][C:9]([C:11]1[C:15]2=[N:16][CH:17]=[CH:18][C:19]([CH3:20])=[C:14]2[N:13]([CH2:22][C:23]2[CH:24]=[N:25][N:26]([CH3:28])[CH:27]=2)[CH:12]=1)=[O:10]. (2) Given the reactants [F:1][C:2]1[C:3]([NH:30][CH:31]2[CH2:36][CH2:35][CH:34]([OH:37])[CH2:33][CH2:32]2)=[C:4]([CH:10]=[C:11]([C:13]2[CH:14]=[C:15]3[C:21]([C:22]4[CH:27]=[CH:26][CH:25]=[CH:24][C:23]=4[O:28][CH3:29])=[N:20][NH:19][C:16]3=[N:17][CH:18]=2)[CH:12]=1)[C:5]([N:7]([CH3:9])[CH3:8])=[O:6].CC(OI1(OC(C)=O)(OC(C)=O)OC(=O)C2C1=CC=CC=2)=O, predict the reaction product. The product is: [F:1][C:2]1[C:3]([NH:30][CH:31]2[CH2:36][CH2:35][C:34](=[O:37])[CH2:33][CH2:32]2)=[C:4]([CH:10]=[C:11]([C:13]2[CH:14]=[C:15]3[C:21]([C:22]4[CH:27]=[CH:26][CH:25]=[CH:24][C:23]=4[O:28][CH3:29])=[N:20][NH:19][C:16]3=[N:17][CH:18]=2)[CH:12]=1)[C:5]([N:7]([CH3:9])[CH3:8])=[O:6]. (3) Given the reactants [C:1]1([N:7]2[C:15]3[CH:14]=[CH:13][N:12]=[CH:11][C:10]=3[N:9]=[CH:8]2)[CH:6]=[CH:5][CH:4]=[CH:3][CH:2]=1, predict the reaction product. The product is: [C:1]1([N:7]2[C:15]3[CH:14]=[CH:13][NH:12][CH2:11][C:10]=3[N:9]=[CH:8]2)[CH:2]=[CH:3][CH:4]=[CH:5][CH:6]=1. (4) Given the reactants [Cl:1][C:2]1[CH:7]=[CH:6][C:5]([N:8]=[C:9]=[O:10])=[C:4]([O:11][C:12]2[CH:17]=[CH:16][CH:15]=[CH:14][CH:13]=2)[CH:3]=1.[NH2:18][C:19]1[CH:24]=[CH:23][C:22]([C:25]2[O:29][C:28]([C:30]([NH:32][CH:33]([CH:38]([CH3:40])[CH3:39])[C:34]([O:36][CH3:37])=[O:35])=[O:31])=[N:27][CH:26]=2)=[CH:21][CH:20]=1, predict the reaction product. The product is: [Cl:1][C:2]1[CH:7]=[CH:6][C:5]([NH:8][C:9](=[O:10])[NH:18][C:19]2[CH:24]=[CH:23][C:22]([C:25]3[O:29][C:28]([C:30]([NH:32][CH:33]([CH:38]([CH3:40])[CH3:39])[C:34]([O:36][CH3:37])=[O:35])=[O:31])=[N:27][CH:26]=3)=[CH:21][CH:20]=2)=[C:4]([O:11][C:12]2[CH:13]=[CH:14][CH:15]=[CH:16][CH:17]=2)[CH:3]=1. (5) Given the reactants [CH3:1][C:2]1[N:10]=[C:9]([C:11]2[CH:16]=[CH:15][CH:14]=[C:13]([C:17]([F:20])([F:19])[F:18])[CH:12]=2)[CH:8]=[C:7]([CH3:21])[C:3]=1[C:4]([OH:6])=O.[N:22]1([CH:27]2[CH2:32][CH2:31][NH:30][CH2:29][CH2:28]2)[CH2:26][CH2:25][CH2:24][CH2:23]1, predict the reaction product. The product is: [CH3:1][C:2]1[C:3]([C:4]([N:30]2[CH2:31][CH2:32][CH:27]([N:22]3[CH2:26][CH2:25][CH2:24][CH2:23]3)[CH2:28][CH2:29]2)=[O:6])=[C:7]([CH3:21])[CH:8]=[C:9]([C:11]2[CH:16]=[CH:15][CH:14]=[C:13]([C:17]([F:20])([F:19])[F:18])[CH:12]=2)[N:10]=1. (6) The product is: [F:1][C:2]([F:20])([F:19])[C:3]1[CH:18]=[CH:17][C:6]([CH2:7][O:8][C:9]2[CH:14]=[CH:13][CH:12]=[CH:11][C:10]=2[CH2:15][S:35][C:32]2[CH:33]=[CH:34][C:26]([O:25][CH2:24][C:23]([OH:36])=[O:22])=[C:27]3[C:31]=2[CH2:30][CH2:29][CH2:28]3)=[CH:5][CH:4]=1. Given the reactants [F:1][C:2]([F:20])([F:19])[C:3]1[CH:18]=[CH:17][C:6]([CH2:7][O:8][C:9]2[CH:14]=[CH:13][CH:12]=[CH:11][C:10]=2[CH2:15]Cl)=[CH:5][CH:4]=1.C[O:22][C:23](=[O:36])[CH2:24][O:25][C:26]1[CH:34]=[CH:33][C:32]([SH:35])=[C:31]2[C:27]=1[CH2:28][CH2:29][CH2:30]2, predict the reaction product. (7) Given the reactants NC1SC(CC2C=CC=CC=2)=CC=1C#N.[NH2:16][C:17]1[C:18]2[CH:32]=[C:31]([CH2:33][C:34]3[CH:39]=[CH:38][CH:37]=[CH:36][CH:35]=3)[S:30][C:19]=2[N:20]=[C:21]([C:23]2OC(C#N)=C[CH:24]=2)[N:22]=1.[CH3:40][N:41]1C=C(C#N)[N:43]=[CH:42]1.CC1OC(C#N)=CC=1, predict the reaction product. The product is: [CH2:33]([C:31]1[S:30][C:19]2[N:20]=[C:21]([C:23]3[N:43]=[CH:42][N:41]([CH3:40])[CH:24]=3)[N:22]=[C:17]([NH2:16])[C:18]=2[CH:32]=1)[C:34]1[CH:35]=[CH:36][CH:37]=[CH:38][CH:39]=1.